Dataset: hERG Central: cardiac toxicity at 1µM, 10µM, and general inhibition. Task: Predict hERG channel inhibition at various concentrations. (1) The molecule is CN(c1ccccc1C(=O)Nc1cccc([N+](=O)[O-])c1)S(=O)(=O)c1ccccc1. Results: hERG_inhib (hERG inhibition (general)): blocker. (2) The compound is Cl.OC(COc1ccc(Cl)cc1)CN1CCC(Cc2ccccc2)CC1. Results: hERG_inhib (hERG inhibition (general)): blocker. (3) The compound is Cc1cc(Nc2cccc(Cl)c2)c2ccccc2n1. Results: hERG_inhib (hERG inhibition (general)): blocker. (4) The molecule is CCOc1cc(CNC2CCCC2)c(Cl)cc1OCC(=O)Nc1ccccc1. Results: hERG_inhib (hERG inhibition (general)): blocker. (5) The compound is COc1ccc(-c2cn(-c3ccc(Br)cc3)c3[n+]2CCS3)cc1.[Br-]. Results: hERG_inhib (hERG inhibition (general)): blocker.